Dataset: Full USPTO retrosynthesis dataset with 1.9M reactions from patents (1976-2016). Task: Predict the reactants needed to synthesize the given product. (1) Given the product [CH2:1]([S:8][CH:9]([CH2:42][N:44]1[CH2:49][CH2:48][O:47][CH2:46][CH2:45]1)[CH2:10][NH:11][C:12]([C:14]1[NH:15][C:16]2[C:21]([CH:22]=1)=[CH:20][C:19]([O:23][CH2:24][CH2:25][CH2:26][S:27]([CH3:30])(=[O:29])=[O:28])=[CH:18][C:17]=2[N:31]([CH3:41])[S:32]([C:35]1[CH:40]=[CH:39][CH:38]=[CH:37][N:36]=1)(=[O:34])=[O:33])=[O:13])[C:2]1[CH:3]=[CH:4][CH:5]=[CH:6][CH:7]=1, predict the reactants needed to synthesize it. The reactants are: [CH2:1]([S:8][CH:9]([CH:42]=O)[CH2:10][NH:11][C:12]([C:14]1[NH:15][C:16]2[C:21]([CH:22]=1)=[CH:20][C:19]([O:23][CH2:24][CH2:25][CH2:26][S:27]([CH3:30])(=[O:29])=[O:28])=[CH:18][C:17]=2[N:31]([CH3:41])[S:32]([C:35]1[CH:40]=[CH:39][CH:38]=[CH:37][N:36]=1)(=[O:34])=[O:33])=[O:13])[C:2]1[CH:7]=[CH:6][CH:5]=[CH:4][CH:3]=1.[NH:44]1[CH2:49][CH2:48][O:47][CH2:46][CH2:45]1.C(O[BH-](OC(=O)C)OC(=O)C)(=O)C.[Na+].C(O)(=O)CC(CC(O)=O)(C(O)=O)O.C(=O)([O-])O.[Na+]. (2) Given the product [Cl:1][C:2]1[CH:3]=[C:4]([C:18]2[CH:19]=[CH:20][C:21]([C:24]([N:26]3[CH2:27][CH2:28][CH:29]([C:32]([F:34])([F:35])[F:33])[CH2:30][CH2:31]3)=[O:25])=[CH:22][CH:23]=2)[CH:5]=[C:6]([Cl:17])[C:7]=1[CH2:8][C@@H:9]1[CH2:13][CH:12]([OH:40])[O:11][C:10]1=[O:16], predict the reactants needed to synthesize it. The reactants are: [Cl:1][C:2]1[CH:3]=[C:4]([C:18]2[CH:23]=[CH:22][C:21]([C:24]([N:26]3[CH2:31][CH2:30][CH:29]([C:32]([F:35])([F:34])[F:33])[CH2:28][CH2:27]3)=[O:25])=[CH:20][CH:19]=2)[CH:5]=[C:6]([Cl:17])[C:7]=1[CH2:8][C@@H:9]1[CH2:13][C@@H:12](CO)[O:11][C:10]1=[O:16].[OH-].[Na+].CC[O:40]C(C)=O.CCCCCCC.I(O)(=O)(=O)=O. (3) Given the product [NH2:1][C:4]1[N:9]=[CH:8][C:7]([N:10]2[CH2:15][CH2:14][N:13]([C:16]([O:18][C:19]([CH3:21])([CH3:20])[CH3:22])=[O:17])[CH2:12][C:11]2=[O:23])=[CH:6][CH:5]=1, predict the reactants needed to synthesize it. The reactants are: [N+:1]([C:4]1[N:9]=[CH:8][C:7]([N:10]2[CH2:15][CH2:14][N:13]([C:16]([O:18][C:19]([CH3:22])([CH3:21])[CH3:20])=[O:17])[CH2:12][C:11]2=[O:23])=[CH:6][CH:5]=1)([O-])=O. (4) Given the product [OH:33][CH2:32][CH2:31][N:20]1[CH:19]=[CH:18][C:17]2[C:22](=[CH:23][N:24]=[CH:15][CH:16]=2)[C:21]1=[O:30], predict the reactants needed to synthesize it. The reactants are: ClC1C=C(CN2CC(O)C2)C=CN=1.N[C:15]1[CH:16]=[C:17]2[C:22](=[C:23](NC(C)(C)C)[N:24]=1)[C:21](=[O:30])[N:20]([CH2:31][CH2:32][OH:33])[CH:19]=[CH:18]2.C1C=CC(P(C2C(C3C(P(C4C=CC=CC=4)C4C=CC=CC=4)=CC=C4C=3C=CC=C4)=C3C(C=CC=C3)=CC=2)C2C=CC=CC=2)=CC=1.CC([O-])(C)C.[Na+].